This data is from Full USPTO retrosynthesis dataset with 1.9M reactions from patents (1976-2016). The task is: Predict the reactants needed to synthesize the given product. (1) The reactants are: [CH:1]([C:3]1[S:7][C:6]([C:8]([OH:10])=[O:9])=[CH:5][CH:4]=1)=O.C(OC(O[C:14]([CH3:17])([CH3:16])[CH3:15])=O)(O[C:14]([CH3:17])([CH3:16])[CH3:15])=O.[BH4-].[Na+].CS([Cl:32])(=O)=O.C(N(C(C)C)CC)(C)C. Given the product [C:14]([O:10][C:8]([C:6]1[S:7][C:3]([CH2:1][Cl:32])=[CH:4][CH:5]=1)=[O:9])([CH3:17])([CH3:16])[CH3:15], predict the reactants needed to synthesize it. (2) Given the product [Br:7][C:6]1[C:2]([C:20]2[CH:19]=[CH:18][C:17]3[C:22](=[CH:23][N:15]([CH3:14])[N:16]=3)[CH:21]=2)=[N:3][S:4][C:5]=1[NH:8][C:9]([CH:11]1[CH2:13][CH2:12]1)=[O:10], predict the reactants needed to synthesize it. The reactants are: Br[C:2]1[C:6]([Br:7])=[C:5]([NH:8][C:9]([CH:11]2[CH2:13][CH2:12]2)=[O:10])[S:4][N:3]=1.[CH3:14][N:15]1[CH:23]=[C:22]2[C:17]([CH:18]=[CH:19][C:20](B3OC(C)(C)C(C)(C)O3)=[CH:21]2)=[N:16]1.C(=O)([O-])[O-].[Na+].[Na+].